Dataset: Forward reaction prediction with 1.9M reactions from USPTO patents (1976-2016). Task: Predict the product of the given reaction. (1) Given the reactants [NH2:1][C:2]1[C:6]2[C:7](=[O:21])[N:8]([C:11]3[C:18]([F:19])=[CH:17][C:14]([C:15]#[N:16])=[CH:13][C:12]=3[F:20])[CH:9]=[CH:10][C:5]=2[NH:4][N:3]=1.[Br:22]Br, predict the reaction product. The product is: [BrH:22].[NH2:1][C:2]1[C:6]2[C:7](=[O:21])[N:8]([C:11]3[C:12]([F:20])=[CH:13][C:14]([C:15]#[N:16])=[CH:17][C:18]=3[F:19])[CH:9]=[C:10]([Br:22])[C:5]=2[NH:4][N:3]=1. (2) Given the reactants CC1(C)C(C)(C)OB([C:9]2[CH:10]=[N:11][N:12]([CH3:14])[CH:13]=2)O1.Br[C:17]1[CH:18]=[C:19]([NH:23][C:24](=[O:41])[CH2:25][O:26][CH2:27][C:28]([NH:30][C:31]2[CH:39]=[CH:38][C:37]([Cl:40])=[CH:36][C:32]=2[C:33]([OH:35])=[O:34])=[O:29])[CH:20]=[CH:21][CH:22]=1, predict the reaction product. The product is: [Cl:40][C:37]1[CH:38]=[CH:39][C:31]([NH:30][C:28](=[O:29])[CH2:27][O:26][CH2:25][C:24]([NH:23][C:19]2[CH:20]=[CH:21][CH:22]=[C:17]([C:9]3[CH:10]=[N:11][N:12]([CH3:14])[CH:13]=3)[CH:18]=2)=[O:41])=[C:32]([CH:36]=1)[C:33]([OH:35])=[O:34]. (3) The product is: [O:1]1[C:6]2[CH:7]=[CH:8][CH:9]=[CH:10][C:5]=2[O:4][CH2:3][CH:2]1[C:11]([N:28]1[CH2:29][CH2:30][N:25]([C:24]2[C:19]3[CH:18]=[C:17]([CH2:15][CH3:16])[S:37][C:20]=3[N:21]=[C:22]([S:31][CH2:32][C:33]([O:35][CH3:36])=[O:34])[N:23]=2)[CH2:26][CH2:27]1)=[O:13]. Given the reactants [O:1]1[C:6]2[CH:7]=[CH:8][CH:9]=[CH:10][C:5]=2[O:4][CH2:3][CH:2]1[C:11]([OH:13])=O.Cl.[CH2:15]([C:17]1[S:37][C:20]2[N:21]=[C:22]([S:31][CH2:32][C:33]([O:35][CH3:36])=[O:34])[N:23]=[C:24]([N:25]3[CH2:30][CH2:29][NH:28][CH2:27][CH2:26]3)[C:19]=2[CH:18]=1)[CH3:16].C(N(C(C)C)CC)(C)C, predict the reaction product. (4) Given the reactants [CH:1]([C:3]1[CH:4]=[C:5](B(O)O)[CH:6]=[CH:7][C:8]=1[O:9][CH3:10])=[O:2].Cl[C:15]1[CH:20]=[CH:19][N:18]=[C:17]([CH3:21])[CH:16]=1.C(=O)([O-])[O-].[K+].[K+], predict the reaction product. The product is: [CH3:10][O:9][C:8]1[CH:7]=[CH:6][C:5]([C:15]2[CH:20]=[CH:19][N:18]=[C:17]([CH3:21])[CH:16]=2)=[CH:4][C:3]=1[CH:1]=[O:2]. (5) Given the reactants [Cl:1][C:2]1[CH:17]=[CH:16][CH:15]=[C:14]([CH3:18])[C:3]=1/[CH:4]=[CH:5]/[C:6]1[CH:7]=[C:8]([CH:11]=[CH:12][CH:13]=1)[CH:9]=[O:10].[C:19](#[N:21])[CH3:20], predict the reaction product. The product is: [Cl:1][C:2]1[CH:17]=[CH:16][CH:15]=[C:14]([CH3:18])[C:3]=1/[CH:4]=[CH:5]/[C:6]1[CH:7]=[C:8]([CH:9]([OH:10])[CH2:20][C:19]#[N:21])[CH:11]=[CH:12][CH:13]=1. (6) Given the reactants Cl[C@H:2]([CH2:18][CH3:19])[C:3]([N:5]1[C:13]2[C:8](=[CH:9][CH:10]=[C:11]([C:14]#[N:15])[CH:12]=2)[C:7]([CH3:17])([CH3:16])[CH2:6]1)=[O:4].[C:20]([O:24][C:25]([N:27]1[CH2:32][CH2:31][NH:30][CH2:29][C@H:28]1[CH3:33])=[O:26])([CH3:23])([CH3:22])[CH3:21].C(=O)([O-])[O-].[K+].[K+], predict the reaction product. The product is: [C:20]([O:24][C:25]([N:27]1[CH2:32][CH2:31][N:30]([C@H:2]([C:3]([N:5]2[C:13]3[C:8](=[CH:9][CH:10]=[C:11]([C:14]#[N:15])[CH:12]=3)[C:7]([CH3:17])([CH3:16])[CH2:6]2)=[O:4])[CH2:18][CH3:19])[CH2:29][C@H:28]1[CH3:33])=[O:26])([CH3:23])([CH3:21])[CH3:22].